This data is from Forward reaction prediction with 1.9M reactions from USPTO patents (1976-2016). The task is: Predict the product of the given reaction. (1) Given the reactants [CH3:1][O:2][C:3]([C@@H:5]1[CH2:9][C@@H:8]([SH:10])[CH2:7][N:6]1[C:11]([O:13][C:14]([CH3:17])([CH3:16])[CH3:15])=[O:12])=[O:4].CI.[C:20]([O-])(O)=O.[Na+], predict the reaction product. The product is: [CH3:1][O:2][C:3]([C@@H:5]1[CH2:9][C@@H:8]([S:10][CH3:20])[CH2:7][N:6]1[C:11]([O:13][C:14]([CH3:17])([CH3:16])[CH3:15])=[O:12])=[O:4]. (2) The product is: [F:22][C:23]1[CH:28]=[C:27]([F:29])[CH:26]=[CH:25][C:24]=1[NH:30][C:31]([N:16]1[CH2:15][CH2:14][CH2:13][N:12]2[CH:17]=[CH:18][CH:19]=[C:11]2[CH:10]1[C:7]1[CH:8]=[CH:9][C:4]([O:3][C:2]([F:1])([F:20])[F:21])=[CH:5][CH:6]=1)=[O:32]. Given the reactants [F:1][C:2]([F:21])([F:20])[O:3][C:4]1[CH:9]=[CH:8][C:7]([CH:10]2[NH:16][CH2:15][CH2:14][CH2:13][N:12]3[CH:17]=[CH:18][CH:19]=[C:11]23)=[CH:6][CH:5]=1.[F:22][C:23]1[CH:28]=[C:27]([F:29])[CH:26]=[CH:25][C:24]=1[N:30]=[C:31]=[O:32], predict the reaction product. (3) The product is: [C:1]([NH:5][S:6]([C:9]1([CH:14]=[O:15])[CH2:11][CH2:10]1)(=[O:8])=[O:7])([CH3:4])([CH3:2])[CH3:3]. Given the reactants [C:1]([NH:5][S:6]([CH:9]1[CH2:11][CH2:10]1)(=[O:8])=[O:7])([CH3:4])([CH3:3])[CH3:2].C1C[O:15][CH2:14]C1.C([Li])CCC.CN(C)C=O, predict the reaction product. (4) Given the reactants [CH2:1]([N:8]1[CH2:12][CH2:11][C:10](=O)[CH2:9]1)[C:2]1[CH:7]=[CH:6][CH:5]=[CH:4][CH:3]=1.C1(P(=[CH:33][C:34]([O:36][CH3:37])=[O:35])(C2C=CC=CC=2)C2C=CC=CC=2)C=CC=CC=1, predict the reaction product. The product is: [CH2:1]([N:8]1[CH2:12][CH2:11][C:10](=[CH:33][C:34]([O:36][CH3:37])=[O:35])[CH2:9]1)[C:2]1[CH:7]=[CH:6][CH:5]=[CH:4][CH:3]=1. (5) Given the reactants [Cl:1][C:2]1[CH:3]=[C:4]([CH:9]([OH:28])[C:10]([NH:12][C@@H:13]2[CH2:18][CH2:17][CH2:16][CH2:15][C@H:14]2[C:19]2[CH:24]=[CH:23][C:22]([OH:25])=[C:21]([O:26][CH3:27])[CH:20]=2)=[O:11])[CH:5]=[CH:6][C:7]=1[Cl:8].S(C1C=CC(C)=CC=1)(O[C:33]#[C:34][CH3:35])(=O)=O.C[O-].[Na+].[Cl-].[Na+], predict the reaction product. The product is: [Cl:1][C:2]1[CH:3]=[C:4]([CH:9]([OH:28])[C:10]([NH:12][C@@H:13]2[CH2:18][CH2:17][CH2:16][CH2:15][C@H:14]2[C:19]2[CH:24]=[CH:23][C:22]([O:25][CH2:35][C:34]#[CH:33])=[C:21]([O:26][CH3:27])[CH:20]=2)=[O:11])[CH:5]=[CH:6][C:7]=1[Cl:8]. (6) Given the reactants S1[CH2:6][CH2:5][CH:4]([CH2:7][CH2:8][OH:9])[CH2:3][CH2:2]1.O[O:11][S:12]([O-:14])=O.[K+], predict the reaction product. The product is: [OH:9][CH2:8][CH2:7][CH:4]1[CH2:5][CH2:6][S:12](=[O:14])(=[O:11])[CH2:2][CH2:3]1. (7) The product is: [CH3:33][Si:2]([CH3:1])([CH3:32])[CH2:3][CH2:4][O:5][CH2:6][N:7]1[C:15]2[CH2:13][C:12]3([CH2:11][C:10]=2[C:9]([C:29]([OH:31])=[O:30])=[N:8]1)[CH2:34][O:35][CH2:16]3. Given the reactants [CH3:1][Si:2]([CH3:33])([CH3:32])[CH2:3][CH2:4][O:5][CH2:6][N:7]1[C:15]2C[CH2:13][CH:12]([C:16]3C=NN(COCC[Si](C)(C)C)C=3)[CH2:11][C:10]=2[C:9]([C:29]([OH:31])=[O:30])=[N:8]1.[CH2:34]1C2(CCC(=O)C2)C[O:35]1, predict the reaction product. (8) The product is: [CH3:1][N:2]1[CH:10]=[C:9]2[C:4]([CH:5]=[CH:6][C:7]3[CH2:13][CH2:12][CH:11]([CH2:14][CH2:15][NH:16][C:17](=[O:20])[CH2:18][CH3:19])[C:8]=32)=[N:3]1. Given the reactants [CH3:1][N:2]1[CH:10]=[C:9]2[C:4]([CH:5]=[CH:6][C:7]3[CH2:13][CH2:12][C:11](=[CH:14][CH2:15][NH:16][C:17](=[O:20])[CH2:18][CH3:19])[C:8]=32)=[N:3]1, predict the reaction product.